Dataset: Reaction yield outcomes from USPTO patents with 853,638 reactions. Task: Predict the reaction yield, written as a fraction of the theoretical maximum amount of product (1.0 means a 100% yield; for example, 0.34 means a 34% yield). (1) The reactants are [OH:1][C:2]1[CH:9]=[CH:8][CH:7]=[CH:6][C:3]=1[CH:4]=O.[CH3:10][C:11]([CH3:13])=[O:12].[OH-:14].[Na+].Cl. The catalyst is C(O)C.O. The product is [OH:1][C:2]1[CH:9]=[CH:8][CH:7]=[CH:6][C:3]=1[CH:4]=[CH:9][C:8](=[O:14])[CH:7]=[CH:6][C:10]1[CH:4]=[CH:3][CH:2]=[CH:13][C:11]=1[OH:12]. The yield is 0.800. (2) The reactants are FC(F)(F)C(O)=O.FC(F)(F)C(O)=O.[NH2:15][CH2:16][C@H:17]1[CH2:22][CH2:21][C@H:20]([N:23]2[C:27]3=[C:28]4[S:34][CH:33]=[CH:32][C:29]4=[N:30][CH:31]=[C:26]3[N:25]=[C:24]2[C@H:35]([OH:37])[CH3:36])[CH2:19][CH2:18]1.C(N(CC)CC)C.Cl[C:46]([O:48][CH:49]([CH3:51])[CH3:50])=[O:47]. The catalyst is C(Cl)Cl.C1(C)C=CC=CC=1. The product is [OH:37][C@@H:35]([C:24]1[N:23]([C@H:20]2[CH2:21][CH2:22][C@H:17]([CH2:16][NH:15][C:46](=[O:47])[O:48][CH:49]([CH3:51])[CH3:50])[CH2:18][CH2:19]2)[C:27]2=[C:28]3[S:34][CH:33]=[CH:32][C:29]3=[N:30][CH:31]=[C:26]2[N:25]=1)[CH3:36]. The yield is 0.0700. (3) The reactants are Br[Mg][CH:3]1[CH2:5][CH2:4]1.[Br:6][C:7]1[C:8]([CH:14]2[O:18][CH2:17][CH2:16][O:15]2)=[N:9][C:10](Br)=[CH:11][CH:12]=1.C(Cl)Cl. The catalyst is O1CCCC1.C1C=CC(P(C2C=CC=CC=2)[C-]2C=CC=C2)=CC=1.C1C=CC(P(C2C=CC=CC=2)[C-]2C=CC=C2)=CC=1.Cl[Pd]Cl.[Fe+2].[Cl-].[Zn+2].[Cl-]. The product is [Br:6][C:7]1[C:8]([CH:14]2[O:18][CH2:17][CH2:16][O:15]2)=[N:9][C:10]([CH:3]2[CH2:4][CH2:5]2)=[CH:11][CH:12]=1. The yield is 0.690. (4) The reactants are [CH:1]1([NH:4][C:5]2[N:10]3[N:11]=[CH:12][C:13]([CH:14]=O)=[C:9]3[N:8]=[C:7]([NH:16][C:17]3[CH:24]=[CH:23][C:20]([C:21]#[N:22])=[CH:19][CH:18]=3)[CH:6]=2)[CH2:3][CH2:2]1.[CH3:25][N:26]1[C:30](=[O:31])[CH2:29][NH:28][C:27]1=[O:32].N1CCCCC1. The catalyst is CCO.O. The product is [CH:1]1([NH:4][C:5]2[N:10]3[N:11]=[CH:12][C:13](/[CH:14]=[C:29]4\[NH:28][C:27](=[O:32])[N:26]([CH3:25])[C:30]\4=[O:31])=[C:9]3[N:8]=[C:7]([NH:16][C:17]3[CH:24]=[CH:23][C:20]([C:21]#[N:22])=[CH:19][CH:18]=3)[CH:6]=2)[CH2:2][CH2:3]1. The yield is 0.680. (5) The reactants are C[O:2][C@:3]1([CH2:12][OH:13])[O:7][C@H:6]([CH2:8][OH:9])[C@@H:5]([OH:10])[C@@H:4]1[OH:11]. The catalyst is CO. The product is [O:9]=[CH:8][C@H:6]([C@H:5]([C@@H:4]([C@@H:3]([CH2:12][OH:13])[OH:2])[OH:11])[OH:10])[OH:7]. The yield is 0.350. (6) The reactants are Cl[C:2]1[CH:3]=[C:4]([C:17]2[N:25]=[C:24]([CH3:26])[N:23]=[C:22]3[C:18]=2[N:19]=[CH:20][N:21]3C2CCCCO2)[C:5]([NH:8][C:9]2[CH:10]=[N:11][C:12]([O:15][CH3:16])=[CH:13][CH:14]=2)=[N:6][CH:7]=1.[CH2:33]([NH2:35])[CH3:34].CC(C)([O-])C.[Na+].C(P(C(C)(C)C)C1C=CC=CC=1C1C(C(C)C)=CC(C(C)C)=CC=1C(C)C)(C)(C)C.Cl. The catalyst is C1COCC1.C([O-])(O)=O.[Na+].C1C=CC(/C=C/C(/C=C/C2C=CC=CC=2)=O)=CC=1.C1C=CC(/C=C/C(/C=C/C2C=CC=CC=2)=O)=CC=1.C1C=CC(/C=C/C(/C=C/C2C=CC=CC=2)=O)=CC=1.[Pd].[Pd]. The product is [CH2:33]([NH:35][C:2]1[CH:3]=[C:4]([C:17]2[N:25]=[C:24]([CH3:26])[N:23]=[C:22]3[C:18]=2[N:19]=[CH:20][NH:21]3)[C:5]([NH:8][C:9]2[CH:10]=[N:11][C:12]([O:15][CH3:16])=[CH:13][CH:14]=2)=[N:6][CH:7]=1)[CH3:34]. The yield is 0.390. (7) The reactants are [Cl:1][C:2]1[CH:3]=[C:4]([CH:21]=[C:22]([Cl:24])[CH:23]=1)[CH2:5][N:6]1[CH:10]=[CH:9][N:8]=[C:7]1[CH2:11][NH:12][CH2:13][C:14]1[CH:19]=[CH:18][CH:17]=[C:16]([F:20])[CH:15]=1.C(N(CC)CC)C.[CH3:32][O:33][C:34](=[O:37])[CH2:35]Br. The catalyst is C1COCC1.CCOC(C)=O. The product is [CH3:32][O:33][C:34](=[O:37])[CH2:35][N:12]([CH2:11][C:7]1[N:6]([CH2:5][C:4]2[CH:21]=[C:22]([Cl:24])[CH:23]=[C:2]([Cl:1])[CH:3]=2)[CH:10]=[CH:9][N:8]=1)[CH2:13][C:14]1[CH:19]=[CH:18][CH:17]=[C:16]([F:20])[CH:15]=1. The yield is 0.260.